This data is from Reaction yield outcomes from USPTO patents with 853,638 reactions. The task is: Predict the reaction yield, written as a fraction of the theoretical maximum amount of product (1.0 means a 100% yield; for example, 0.34 means a 34% yield). The reactants are [CH2:1]([O:8][C:9](=[O:21])[NH:10][CH2:11][C:12]([C:14]1[CH:19]=[CH:18][C:17](Br)=[CH:16][CH:15]=1)=[O:13])[C:2]1[CH:7]=[CH:6][CH:5]=[CH:4][CH:3]=1.[C:22]([O-:25])(=[O:24])C.[K+].C1(P(C2C=CC=CC=2)CCCP(C2C=CC=CC=2)C2C=CC=CC=2)C=CC=CC=1. The catalyst is C1COCC1.O.CC([O-])=O.CC([O-])=O.[Pd+2]. The product is [CH2:1]([O:8][C:9]([NH:10][CH2:11][C:12]([C:14]1[CH:19]=[CH:18][C:17]([C:22]([OH:25])=[O:24])=[CH:16][CH:15]=1)=[O:13])=[O:21])[C:2]1[CH:7]=[CH:6][CH:5]=[CH:4][CH:3]=1. The yield is 0.940.